This data is from Experimentally validated miRNA-target interactions with 360,000+ pairs, plus equal number of negative samples. The task is: Binary Classification. Given a miRNA mature sequence and a target amino acid sequence, predict their likelihood of interaction. (1) The miRNA is mmu-miR-24-3p with sequence UGGCUCAGUUCAGCAGGAACAG. The protein sequence of the target gene is MEAKGGTVKAASGFNATEDAQTLRKAMKGLGTDEDAIIGILAYRNTAQRQEIRSAYKSTIGRDLIEDLKSELSSNFEQVILGLMTPTVLYDVQELRRAMKGAGTDEGCLIEILASRTPEEIRRINQTYQQQYGRSLEEDICSDTSFMFQRVLVSLSAAGRDEGNYLDDALMKQDAQELYEAGEKRWGTDEVKFLSILCSRNRNHLLHVFDEYKRISQKDIEQSIKSETSGSFEDALLAIVKCMRSKPSYFAERLYKSMKGLGTDDNTLIRVMVSRAEIDMLDIRASFKRLYGKSLYSFIK.... Result: 0 (no interaction). (2) The miRNA is hsa-miR-744-5p with sequence UGCGGGGCUAGGGCUAACAGCA. The protein sequence of the target gene is MGGGGSALRVCADHRGGINWLSLSPDGQRLLTGSEDGTARLWSTADGQCCALLQGHESYVTFCQLEDEAAFTCSADCTIRRWDVLTGQCLQVYRGHTSIVNRILVANNQLFSSSYDRTARVWSVDKGQMSREFRGHRNCVLTLAYSAPWDLPSTPCAEEAAAGGLLVTGSTDGTAKVWQVASGCCHQTLRGHTGAVLCLVLDTPGHTAFTGSTDATIRAWDILSGEQLRVFREHRGSVICLELVNRLVYSGSADRTVKCWLADTGECVRTFTAHRRNVSALKYHAGTLFTGSGDACARAF.... Result: 0 (no interaction). (3) The miRNA is hsa-miR-6801-3p with sequence ACCCCUGCCACUCACUGGCC. The protein sequence of the target gene is MAGRGGSALLALCGALAACGWLLGAEAQEPGAPAAGMRRRRRLQQEDGISFEYHRYPELREALVSVWLQCTAISRIYTVGRSFEGRELLVIELSDNPGVHEPGEPEFKYIGNMHGNEAVGRELLIFLAQYLCNEYQKGNETIVNLIHSTRIHIMPSLNPDGFEKAASQPGELKDWFVGRSNAQGIDLNRNFPDLDRIVYVNEKEGGPNNHLLKNMKKIVDQNTKLAPETKAVIHWIMDIPFVLSANLHGGDLVANYPYDETRSGSAHEYSSSPDDAIFQSLARAYSSFNPAMSDPNRPPC.... Result: 1 (interaction). (4) The miRNA is mmu-miR-26b-5p with sequence UUCAAGUAAUUCAGGAUAGGU. The protein sequence of the target gene is MDGIIEQKSVLVHSKISDAGKRNGLINTRNFMAESRDGLVSVYPAPQYQSHRLVASAAPGSLEGGRSEPVQQLLDPNTLQQSVESHYRPNIILYSDGVLRSWGDGVATDCCETTFIEDRSPTKDSLEYPDGKFIDLSGDDIKIHTLSYDVEEEEELQELESDYSSDTESEDNFLMMPPRDHLGLSVFSMLCCFWPLGIAAFYLSHETNKAVAKGDFHQASTSSRRALFLAVLSITIGTGIYVGVAVALIAYLSKNNHL. Result: 0 (no interaction). (5) The miRNA is hsa-miR-3136-5p with sequence CUGACUGAAUAGGUAGGGUCAUU. The protein sequence of the target gene is MLSGKKAAAAAAAAAAAAAAGTEAGSGAAGGAENGSEVAAPPAGLTGPTDMATGAAGERTPRKKEPPRASPPGGLAEPPGSAGPQAGPTAGPGSATPMETGIAETPEGRRTSRRKRAKVEYREMDESLANLSEDEYYSEEERNAKAEKEKKLPPPPPQAPPEEENESEPEEPSGVEGAAFQSRLPHDRMTSQEAACFPDIISGPQQTQKVFLFIRNRTLQLWLDNPKIQLTFEATLQQLEAPYNSDTVLVHRVHSYLERHGLINFGIYKRIKPLPIKKTGKVIIIGSGVSGLAAARQLQS.... Result: 0 (no interaction). (6) The miRNA is hsa-miR-4713-5p with sequence UUCUCCCACUACCAGGCUCCCA. The protein sequence of the target gene is MRPRAPACAAAALGLCSLLLLLAPGHACPAGCACTDPHTVDCRDRGLPSVPDPFPLDVRKLLVAGNRIQRIPEDFFIFYGDLVYLDFRNNSLRSLEEGTFSGSAKLVFLDLSYNNLTQLGAGAFRSAGRLVKLSLANNNLVGVHEDAFETLESLQVLELNDNNLRSLSVAALAALPALRSLRLDGNPWLCDCDFAHLFSWIQENASKLPKGLDEIQCSLPMESRRISLRELSEASFSECRFSLSLTDLCIIIFSGVAVSIAAIISSFFLATVVQCLQRCAPNKDAEDEDEDKDD. Result: 1 (interaction).